This data is from Reaction yield outcomes from USPTO patents with 853,638 reactions. The task is: Predict the reaction yield, written as a fraction of the theoretical maximum amount of product (1.0 means a 100% yield; for example, 0.34 means a 34% yield). The reactants are [OH:1][CH:2]1[CH2:7][CH2:6][CH:5]([C:8]([OH:10])=[O:9])[CH2:4][CH2:3]1.[C:11](OC(=O)C)(=[O:13])[CH3:12]. The catalyst is OP(O)=O.O[Mo](O)(=O)=O.S(=O)(=O)(O)O. The product is [C:11]([O:1][CH:2]1[CH2:7][CH2:6][CH:5]([C:8]([OH:10])=[O:9])[CH2:4][CH2:3]1)(=[O:13])[CH3:12]. The yield is 0.920.